This data is from Catalyst prediction with 721,799 reactions and 888 catalyst types from USPTO. The task is: Predict which catalyst facilitates the given reaction. (1) Reactant: [OH:1][C:2]1([CH3:14])[CH2:5][CH:4]([CH2:6][C:7]([O:9]C(C)(C)C)=[O:8])[CH2:3]1.C(O)(C(F)(F)F)=O. Product: [OH:1][C:2]1([CH3:14])[CH2:5][CH:4]([CH2:6][C:7]([OH:9])=[O:8])[CH2:3]1. The catalyst class is: 2. (2) Reactant: O1CCCC1.C([O:8][C:9](=O)[C:10]1[CH:15]=[CH:14][C:13]([CH2:16][CH2:17][C:18]2[O:19][CH:20]=[CH:21][CH:22]=2)=[CH:12][C:11]=1CC)C.[H-].C([Al+]CC(C)C)C(C)C.C(C(C(C([O-])=O)O)O)([O-])=O.[Na+].[K+]. Product: [O:19]1[CH:20]=[CH:21][CH:22]=[C:18]1[CH2:17][CH2:16][C:13]1[CH:12]=[CH:11][C:10]([CH2:9][OH:8])=[CH:15][CH:14]=1. The catalyst class is: 13. (3) Reactant: [Cl:1][C:2]1[CH:7]=[CH:6][CH:5]=[CH:4][C:3]=1[C:8]1[C:9]([C:34]([OH:36])=O)=[CH:10][C:11]([C:14]2[CH:15]=[CH:16][C:17]3[O:21][C:20]([C:22]4[CH:27]=[CH:26][C:25]([F:28])=[CH:24][CH:23]=4)=[C:19]([C:29](=[O:32])[NH:30][CH3:31])[C:18]=3[CH:33]=2)=[CH:12][CH:13]=1.[N:37]1[CH:42]=[CH:41][CH:40]=[CH:39][C:38]=1[C:43]1([NH2:46])[CH2:45][CH2:44]1.CN(C(ON1N=NC2C=CC=NC1=2)=[N+](C)C)C.F[P-](F)(F)(F)(F)F. Product: [Cl:1][C:2]1[CH:7]=[CH:6][CH:5]=[CH:4][C:3]=1[C:8]1[CH:13]=[CH:12][C:11]([C:14]2[CH:15]=[CH:16][C:17]3[O:21][C:20]([C:22]4[CH:23]=[CH:24][C:25]([F:28])=[CH:26][CH:27]=4)=[C:19]([C:29]([NH:30][CH3:31])=[O:32])[C:18]=3[CH:33]=2)=[CH:10][C:9]=1[C:34](=[O:36])[NH:46][C:43]1([C:38]2[CH:39]=[CH:40][CH:41]=[CH:42][N:37]=2)[CH2:45][CH2:44]1. The catalyst class is: 3. (4) Reactant: [CH2:1]([C:8]1[C:9]([O:21][C:22]2[CH:27]=[CH:26][C:25]([F:28])=[CH:24][C:23]=2[C:29](=[O:31])[CH3:30])=[N:10][C:11]2[C:16]([CH:17]=1)=[CH:15][C:14]([N+:18]([O-])=O)=[CH:13][CH:12]=2)[C:2]1[CH:7]=[CH:6][CH:5]=[CH:4][CH:3]=1. The catalyst class is: 78. Product: [NH2:18][C:14]1[CH:15]=[C:16]2[C:11](=[CH:12][CH:13]=1)[N:10]=[C:9]([O:21][C:22]1[CH:27]=[CH:26][C:25]([F:28])=[CH:24][C:23]=1[C:29](=[O:31])[CH3:30])[C:8]([CH2:1][C:2]1[CH:3]=[CH:4][CH:5]=[CH:6][CH:7]=1)=[CH:17]2. (5) Reactant: C(Cl)(=O)C(Cl)=O.CS(C)=O.[Si:11]([O:18][C@@H:19]1[C@@H:23]([OH:24])[CH2:22][N:21]([C:25](=[O:54])[CH2:26][CH2:27][O:28][C:29]2[CH:53]=[CH:52][C:32]([CH2:33][NH:34][C:35]([C:37]3[CH:51]=[CH:50][C:40]([CH2:41][NH:42][C:43](=[O:49])[O:44][C:45]([CH3:48])([CH3:47])[CH3:46])=[CH:39][CH:38]=3)=[O:36])=[CH:31][CH:30]=2)[CH2:20]1)([C:14]([CH3:17])([CH3:16])[CH3:15])([CH3:13])[CH3:12].CCN(CC)CC. Product: [Si:11]([O:18][C@@H:19]1[C:23](=[O:24])[CH2:22][N:21]([C:25](=[O:54])[CH2:26][CH2:27][O:28][C:29]2[CH:53]=[CH:52][C:32]([CH2:33][NH:34][C:35]([C:37]3[CH:38]=[CH:39][C:40]([CH2:41][NH:42][C:43](=[O:49])[O:44][C:45]([CH3:46])([CH3:47])[CH3:48])=[CH:50][CH:51]=3)=[O:36])=[CH:31][CH:30]=2)[CH2:20]1)([C:14]([CH3:15])([CH3:16])[CH3:17])([CH3:13])[CH3:12]. The catalyst class is: 20. (6) Reactant: [Cl:1][C:2]1[CH:7]=[CH:6][C:5]([C:8]([CH3:17])([CH2:12][O:13][N+]([O-])=O)[C:9]([OH:11])=[O:10])=[CH:4][C:3]=1[N+:18]([O-:20])=[O:19].Cl. Product: [Cl:1][C:2]1[CH:7]=[CH:6][C:5]([C:8]([CH3:17])([CH2:12][OH:13])[C:9]([OH:11])=[O:10])=[CH:4][C:3]=1[N+:18]([O-:20])=[O:19]. The catalyst class is: 12. (7) Reactant: Cl[C:2]([O:4][CH2:5][CH3:6])=[O:3].[CH2:7]([O:14][C:15]1[CH:16]=[C:17]2[C:22](=[CH:23][CH:24]=1)[CH:21]([C:25]1[CH:30]=[CH:29][C:28]([O:31][CH2:32][CH2:33][N:34]3[CH2:38][CH2:37][CH2:36][CH2:35]3)=[CH:27][CH:26]=1)[NH:20][CH2:19][CH2:18]2)[C:8]1[CH:13]=[CH:12][CH:11]=[CH:10][CH:9]=1.CCN(CC)CC. Product: [CH2:5]([O:4][C:2]([N:20]1[CH2:19][CH2:18][C:17]2[C:22](=[CH:23][CH:24]=[C:15]([O:14][CH2:7][C:8]3[CH:9]=[CH:10][CH:11]=[CH:12][CH:13]=3)[CH:16]=2)[CH:21]1[C:25]1[CH:30]=[CH:29][C:28]([O:31][CH2:32][CH2:33][N:34]2[CH2:35][CH2:36][CH2:37][CH2:38]2)=[CH:27][CH:26]=1)=[O:3])[CH3:6]. The catalyst class is: 1. (8) Reactant: [NH:1]1[C:9]2[C:4](=[CH:5][CH:6]=[C:7]([C:10]([O:12][CH3:13])=[O:11])[CH:8]=2)[CH:3]=[CH:2]1.[BH3-]C#N.[Na+]. Product: [NH:1]1[C:9]2[C:4](=[CH:5][CH:6]=[C:7]([C:10]([O:12][CH3:13])=[O:11])[CH:8]=2)[CH2:3][CH2:2]1. The catalyst class is: 52. (9) Reactant: [NH2:1][C:2]1[CH:7]=[C:6]([CH:8]=[O:9])[N:5]=[C:4]([C:10]([O:12][CH3:13])=[O:11])[C:3]=1[Cl:14].[BH4-].[Na+].CO.Cl. Product: [NH2:1][C:2]1[CH:7]=[C:6]([CH2:8][OH:9])[N:5]=[C:4]([C:10]([O:12][CH3:13])=[O:11])[C:3]=1[Cl:14]. The catalyst class is: 757.